Dataset: Catalyst prediction with 721,799 reactions and 888 catalyst types from USPTO. Task: Predict which catalyst facilitates the given reaction. (1) Reactant: [CH3:1][C:2]1[CH:7]=[C:6]([C:8]2[CH:9]=[CH:10][C:11]3[N:17]4[CH2:18][C@H:14]([CH2:15][CH2:16]4)[NH:13][C:12]=3[N:19]=2)[CH:5]=[CH:4][N:3]=1.Cl[C:21](Cl)([O:23]C(=O)OC(Cl)(Cl)Cl)Cl.C(N(CC)CC)C.[O:39]1[C:48]2[C:43](=[N:44][CH:45]=[C:46]([NH2:49])[CH:47]=2)[O:42][CH2:41][CH2:40]1. Product: [O:39]1[C:48]2[C:43](=[N:44][CH:45]=[C:46]([NH:49][C:21]([N:13]3[C@@H:14]4[CH2:18][N:17]([CH2:16][CH2:15]4)[C:11]4[CH:10]=[CH:9][C:8]([C:6]5[CH:5]=[CH:4][N:3]=[C:2]([CH3:1])[CH:7]=5)=[N:19][C:12]3=4)=[O:23])[CH:47]=2)[O:42][CH2:41][CH2:40]1. The catalyst class is: 7. (2) Reactant: [Cl:1][C:2]1[CH:33]=[CH:32][CH:31]=[C:30]([Cl:34])[C:3]=1[C:4]([NH:6][C@@H:7]([CH2:11]/[CH:12]=[CH:13]/[C:14]1[CH:19]=[CH:18][C:17]([N:20]([CH:27]([CH3:29])[CH3:28])[C:21]2[N:26]=[CH:25][CH:24]=[CH:23][N:22]=2)=[CH:16][CH:15]=1)[C:8]([OH:10])=[O:9])=[O:5].[OH-].[Na+:36]. Product: [Na+:36].[Cl:1][C:2]1[CH:33]=[CH:32][CH:31]=[C:30]([Cl:34])[C:3]=1[C:4]([NH:6][C@@H:7]([CH2:11]/[CH:12]=[CH:13]/[C:14]1[CH:15]=[CH:16][C:17]([N:20]([CH:27]([CH3:29])[CH3:28])[C:21]2[N:22]=[CH:23][CH:24]=[CH:25][N:26]=2)=[CH:18][CH:19]=1)[C:8]([O-:10])=[O:9])=[O:5]. The catalyst class is: 5. (3) Reactant: [C:1]([O:7][CH3:8])(=[O:6])[CH2:2][C:3]([CH3:5])=[O:4].C(=O)([O-])[O-].[K+].[K+].Br[CH2:16][CH2:17]Br. Product: [CH3:8][O:7][C:1]([C:2]1([C:3](=[O:4])[CH3:5])[CH2:17][CH2:16]1)=[O:6]. The catalyst class is: 21. (4) Reactant: O[C:2]1[CH:3]=[C:4]([CH:9]=[CH:10][C:11]=1[C:12](=[N:14][OH:15])[CH3:13])[C:5]([O:7][CH3:8])=[O:6].C1(P(C2C=CC=CC=2)C2C=CC=CC=2)C=CC=CC=1. Product: [CH3:13][C:12]1[C:11]2[CH:10]=[CH:9][C:4]([C:5]([O:7][CH3:8])=[O:6])=[CH:3][C:2]=2[O:15][N:14]=1. The catalyst class is: 1. (5) The catalyst class is: 42. Reactant: [CH3:1][C:2]1[C:7]([CH:8]([S:18]([C:21]2[CH:22]=[N:23][C:24]([C:27]([F:30])([F:29])[F:28])=[CH:25][CH:26]=2)(=[O:20])=[O:19])[C:9]2[C:14]([F:15])=[CH:13][CH:12]=[C:11]([F:16])[C:10]=2[F:17])=[CH:6][N:5]=[C:4]([C:31]([OH:33])=O)[CH:3]=1.F[P-](F)(F)(F)(F)F.[N:41]1(O[P+](N2CCCC2)(N2CCCC2)N2CCCC2)C2C=CC=CC=2N=N1.N1(O)C2C=CC=CC=2N=N1.[Cl-].[NH4+].C(N(C(C)C)C(C)C)C. Product: [CH3:1][C:2]1[C:7]([CH:8]([S:18]([C:21]2[CH:22]=[N:23][C:24]([C:27]([F:29])([F:30])[F:28])=[CH:25][CH:26]=2)(=[O:20])=[O:19])[C:9]2[C:14]([F:15])=[CH:13][CH:12]=[C:11]([F:16])[C:10]=2[F:17])=[CH:6][N:5]=[C:4]([C:31]([NH2:41])=[O:33])[CH:3]=1. (6) Reactant: C(OC(=O)[NH:7][CH2:8][C:9]1[C:18]2[CH2:17][CH2:16][CH2:15][C:14](=[O:19])[C:13]=2[CH:12]=[CH:11][C:10]=1[O:20][C@@H:21]([C:28]1[CH:33]=[CH:32][CH:31]=[CH:30][CH:29]=1)[CH2:22][N:23]1[CH:27]=[CH:26][N:25]=[CH:24]1)(C)(C)C.[ClH:35]. Product: [ClH:35].[ClH:35].[NH2:7][CH2:8][C:9]1[C:10]([O:20][C@@H:21]([C:28]2[CH:29]=[CH:30][CH:31]=[CH:32][CH:33]=2)[CH2:22][N:23]2[CH:27]=[CH:26][N:25]=[CH:24]2)=[CH:11][CH:12]=[C:13]2[C:18]=1[CH2:17][CH2:16][CH2:15][C:14]2=[O:19]. The catalyst class is: 12. (7) Reactant: [Cl:1][C:2]1[CH:3]=[C:4]([NH:8][C:9]2[N:14]=[C:13]([C:15]3[CH:20]=[CH:19][N:18]=[C:17]([CH2:21]O)[CH:16]=3)[CH:12]=[CH:11][N:10]=2)[CH:5]=[CH:6][CH:7]=1.S(Cl)([Cl:25])=O.O. Product: [Cl:25][CH2:21][C:17]1[CH:16]=[C:15]([C:13]2[CH:12]=[CH:11][N:10]=[C:9]([NH:8][C:4]3[CH:5]=[CH:6][CH:7]=[C:2]([Cl:1])[CH:3]=3)[N:14]=2)[CH:20]=[CH:19][N:18]=1. The catalyst class is: 4.